This data is from Forward reaction prediction with 1.9M reactions from USPTO patents (1976-2016). The task is: Predict the product of the given reaction. (1) Given the reactants C[Si]([N-][Si](C)(C)C)(C)C.[Li+].[CH2:11]([O:13][CH2:14][C@H:15]([OH:26])[C:16]([NH:18][C:19]1[CH:24]=[CH:23][C:22]([CH3:25])=[CH:21][N:20]=1)=[O:17])[CH3:12].Cl[C:28]1[N:33]=[CH:32][N:31]=[C:30]2[N:34]([C:37]3[C:42]([Cl:43])=[CH:41][CH:40]=[CH:39][N:38]=3)[N:35]=[CH:36][C:29]=12, predict the reaction product. The product is: [Cl:43][C:42]1[C:37]([N:34]2[C:30]3[N:31]=[CH:32][N:33]=[C:28]([O:26][C@@H:15]([CH2:14][O:13][CH2:11][CH3:12])[C:16]([NH:18][C:19]4[CH:24]=[CH:23][C:22]([CH3:25])=[CH:21][N:20]=4)=[O:17])[C:29]=3[CH:36]=[N:35]2)=[N:38][CH:39]=[CH:40][CH:41]=1. (2) Given the reactants [F:1][C:2]1[CH:3]=[C:4]([C:8]2([CH2:21][CH2:22][N:23]3[C@H:28]4[CH2:29][CH2:30][C@@H:24]3[CH2:25][CH:26]([N:31]3[C:35]5[CH:36]=[CH:37][CH:38]=[CH:39][C:34]=5[N:33]=[C:32]3[CH3:40])[CH2:27]4)[CH2:13][CH2:12][N:11]([C:14](=[O:20])[C@@H:15]3[CH2:19][CH2:18][CH2:17][NH:16]3)[CH2:10][CH2:9]2)[CH:5]=[CH:6][CH:7]=1.[Cl:41][CH:42]([Cl:46])[C:43](Cl)=[O:44].CCN(C(C)C)C(C)C, predict the reaction product. The product is: [Cl:41][CH:42]([Cl:46])[C:43]([N:16]1[CH2:17][CH2:18][CH2:19][C@H:15]1[C:14]([N:11]1[CH2:12][CH2:13][C:8]([CH2:21][CH2:22][N:23]2[C@H:28]3[CH2:29][CH2:30][C@@H:24]2[CH2:25][CH:26]([N:31]2[C:35]4[CH:36]=[CH:37][CH:38]=[CH:39][C:34]=4[N:33]=[C:32]2[CH3:40])[CH2:27]3)([C:4]2[CH:5]=[CH:6][CH:7]=[C:2]([F:1])[CH:3]=2)[CH2:9][CH2:10]1)=[O:20])=[O:44]. (3) Given the reactants C[O:2][C:3]1[CH:8]=[CH:7][C:6]([C:9]2[CH:10]=[C:11]3[C:19](=[CH:20][CH:21]=2)[N:18]([CH3:22])[C:17]2[CH2:16][CH2:15][CH2:14][CH2:13][C:12]3=2)=[CH:5][CH:4]=1.B(Br)(Br)Br, predict the reaction product. The product is: [CH3:22][N:18]1[C:19]2[CH:20]=[CH:21][C:9]([C:6]3[CH:5]=[CH:4][C:3]([OH:2])=[CH:8][CH:7]=3)=[CH:10][C:11]=2[C:12]2[CH2:13][CH2:14][CH2:15][CH2:16][C:17]1=2.